This data is from Catalyst prediction with 721,799 reactions and 888 catalyst types from USPTO. The task is: Predict which catalyst facilitates the given reaction. (1) Reactant: C[O:2][C:3](=[O:32])[CH:4]=[CH:5][C:6]1[CH:15]=[C:14]2[C:9]([C:10]([C:16]3[C:17]([C:25]4[CH:30]=[CH:29][CH:28]=[C:27]([CH3:31])[N:26]=4)=[N:18][N:19]4[CH:24]=[CH:23][CH:22]=[CH:21][C:20]=34)=[CH:11][CH:12]=[N:13]2)=[CH:8][CH:7]=1.C1COCC1.[Li+].[OH-]. Product: [NH3:13].[CH3:31][C:27]1[N:26]=[C:25]([C:17]2[C:16]([C:10]3[C:9]4[C:14](=[CH:15][C:6]([CH:5]=[CH:4][C:3]([OH:32])=[O:2])=[CH:7][CH:8]=4)[N:13]=[CH:12][CH:11]=3)=[C:20]3[CH:21]=[CH:22][CH:23]=[CH:24][N:19]3[N:18]=2)[CH:30]=[CH:29][CH:28]=1. The catalyst class is: 6. (2) Reactant: CN(C)/[CH:3]=[CH:4]/[C:5]([C:7]1[C:8]([C:16]2[CH:21]=[CH:20][C:19]([O:22][CH3:23])=[CH:18][CH:17]=2)=[N:9][N:10]2[C:15]=1[CH:14]=[CH:13][CH:12]=[N:11]2)=O.[N+]([O-])([O-])=O.[C:29]1([NH:35][C:36]([NH2:38])=[NH2+:37])[CH:34]=[CH:33][CH:32]=[CH:31][CH:30]=1.C(=O)([O-])[O-].[K+].[K+]. Product: [CH3:23][O:22][C:19]1[CH:18]=[CH:17][C:16]([C:8]2[C:7]([C:5]3[CH:4]=[CH:3][N:38]=[C:36]([NH:35][C:29]4[CH:34]=[CH:33][CH:32]=[CH:31][CH:30]=4)[N:37]=3)=[C:15]3[N:10]([N:11]=[CH:12][CH:13]=[CH:14]3)[N:9]=2)=[CH:21][CH:20]=1. The catalyst class is: 9.